From a dataset of Peptide-MHC class II binding affinity with 134,281 pairs from IEDB. Regression. Given a peptide amino acid sequence and an MHC pseudo amino acid sequence, predict their binding affinity value. This is MHC class II binding data. (1) The peptide sequence is SQDLELSWNLNGLGAY. The MHC is DRB1_0401 with pseudo-sequence DRB1_0401. The binding affinity (normalized) is 0.694. (2) The peptide sequence is TCVLGKLSQELHKLQ. The MHC is DRB4_0101 with pseudo-sequence DRB4_0103. The binding affinity (normalized) is 0.529. (3) The peptide sequence is YDKFLANVSCVLTGK. The MHC is DRB1_1302 with pseudo-sequence DRB1_1302. The binding affinity (normalized) is 0.696. (4) The peptide sequence is RLKGESRKTFVELMR. The binding affinity (normalized) is 0.473. The MHC is DRB3_0101 with pseudo-sequence DRB3_0101. (5) The peptide sequence is CDDALIEGITLLNAK. The MHC is HLA-DQA10201-DQB10202 with pseudo-sequence HLA-DQA10201-DQB10202. The binding affinity (normalized) is 0.152. (6) The peptide sequence is GELQIVDKISAAFKI. The MHC is DRB1_0401 with pseudo-sequence DRB1_0401. The binding affinity (normalized) is 0.593. (7) The peptide sequence is SEGDIVIYSKYGGTE. The MHC is DRB1_0401 with pseudo-sequence DRB1_0401. The binding affinity (normalized) is 0. (8) The peptide sequence is GELSIVDKIDAAFKI. The MHC is DRB5_0101 with pseudo-sequence DRB5_0101. The binding affinity (normalized) is 0.662. (9) The peptide sequence is EKKYFAADQFEPLAA. The MHC is HLA-DPA10103-DPB10601 with pseudo-sequence HLA-DPA10103-DPB10601. The binding affinity (normalized) is 0.906.